This data is from Reaction yield outcomes from USPTO patents with 853,638 reactions. The task is: Predict the reaction yield, written as a fraction of the theoretical maximum amount of product (1.0 means a 100% yield; for example, 0.34 means a 34% yield). (1) The reactants are [CH:1]#[C:2][CH2:3][NH:4][C@H:5]1[C:13]2[C:8](=[CH:9][CH:10]=[CH:11][CH:12]=2)[CH2:7][CH2:6]1.[CH:1]#[C:2][CH2:3][NH:4][C@H:5]1[C:13]2[C:8](=[CH:9][CH:10]=[CH:11][CH:12]=2)[CH2:7][CH2:6]1.[C@H](O)(C(O)=O)[C@@H](O)C(O)=O.[CH3:37][S:38]([OH:41])(=[O:40])=[O:39]. The catalyst is C(O)(C)C. The product is [CH3:37][S:38]([OH:41])(=[O:40])=[O:39].[CH:1]#[C:2][CH2:3][NH:4][C@H:5]1[C:13]2[CH:12]=[CH:11][CH:10]=[CH:9][C:8]=2[CH2:7][CH2:6]1. The yield is 0.650. (2) The reactants are [CH3:1][C:2]1[CH:3]=[C:4]2[C:8](=[CH:9][CH:10]=1)[NH:7][C:6](=[O:11])[C:5]2=O.O.NN.Cl. No catalyst specified. The product is [CH3:1][C:2]1[CH:3]=[C:4]2[C:8](=[CH:9][CH:10]=1)[NH:7][C:6](=[O:11])[CH2:5]2. The yield is 0.470. (3) The reactants are [Cl:1][C:2]1[CH:29]=[CH:28][C:5]([O:6][C:7]2[CH:12]=[CH:11][C:10]([N+:13]([O-])=O)=[CH:9][C:8]=2[C:16]2[C:24]3[C:19](=[C:20]([O:25][CH3:26])[N:21]=[CH:22][CH:23]=3)[N:18]([CH3:27])[CH:17]=2)=[CH:4][CH:3]=1. The catalyst is O1CCCC1.[Pt]=O. The product is [Cl:1][C:2]1[CH:29]=[CH:28][C:5]([O:6][C:7]2[CH:12]=[CH:11][C:10]([NH2:13])=[CH:9][C:8]=2[C:16]2[C:24]3[C:19](=[C:20]([O:25][CH3:26])[N:21]=[CH:22][CH:23]=3)[N:18]([CH3:27])[CH:17]=2)=[CH:4][CH:3]=1. The yield is 0.930.